This data is from Full USPTO retrosynthesis dataset with 1.9M reactions from patents (1976-2016). The task is: Predict the reactants needed to synthesize the given product. (1) Given the product [CH3:35][O:36][CH2:37][CH2:38][O:39][C:40]1[CH:46]=[CH:45][C:43]([NH:44][C:2]2[N:7]=[C:6]([NH:8][C:9]3[CH:10]=[C:11]([NH:15][C:16](=[O:22])[O:17][C:18]([CH3:21])([CH3:20])[CH3:19])[CH:12]=[CH:13][CH:14]=3)[C:5]([N+:23]([O-:25])=[O:24])=[CH:4][N:3]=2)=[CH:42][CH:41]=1, predict the reactants needed to synthesize it. The reactants are: Cl[C:2]1[N:7]=[C:6]([NH:8][C:9]2[CH:10]=[C:11]([NH:15][C:16](=[O:22])[O:17][C:18]([CH3:21])([CH3:20])[CH3:19])[CH:12]=[CH:13][CH:14]=2)[C:5]([N+:23]([O-:25])=[O:24])=[CH:4][N:3]=1.CCN(C(C)C)C(C)C.[CH3:35][O:36][CH2:37][CH2:38][O:39][C:40]1[CH:46]=[CH:45][C:43]([NH2:44])=[CH:42][CH:41]=1. (2) Given the product [CH2:14]([NH:11][S:8]([C:5]1[CH:4]=[CH:3][C:2]([Br:1])=[CH:7][CH:6]=1)(=[O:9])=[O:10])[CH:13]=[CH2:12], predict the reactants needed to synthesize it. The reactants are: [Br:1][C:2]1[CH:7]=[CH:6][C:5]([S:8]([NH2:11])(=[O:10])=[O:9])=[CH:4][CH:3]=1.[CH2:12](N)[CH:13]=[CH2:14].CCOCC. (3) Given the product [C:39]([Si:36]([CH3:38])([CH3:37])[O:43][CH2:44][CH2:45][CH2:46][N:15]([CH2:14][CH:12]1[C:11]2=[C:10]3[C:5](=[CH:4][CH:3]=[C:2]2[F:1])[CH:6]=[CH:7][C:8](=[O:35])[N:9]3[CH2:13]1)[CH2:16][CH2:17][C@@H:18]1[O:22][C:21](=[O:23])[N:20]([C:24]2[CH:25]=[CH:26][C:27]3[S:32][CH2:31][C:30](=[O:33])[NH:29][C:28]=3[CH:34]=2)[CH2:19]1)([CH3:42])([CH3:41])[CH3:40], predict the reactants needed to synthesize it. The reactants are: [F:1][C:2]1[C:11]2[CH:12]([CH2:14][NH:15][CH2:16][CH2:17][C@@H:18]3[O:22][C:21](=[O:23])[N:20]([C:24]4[CH:25]=[CH:26][C:27]5[S:32][CH2:31][C:30](=[O:33])[NH:29][C:28]=5[CH:34]=4)[CH2:19]3)[CH2:13][N:9]3[C:10]=2[C:5]([CH:6]=[CH:7][C:8]3=[O:35])=[CH:4][CH:3]=1.[Si:36]([O:43][CH2:44][CH2:45][CH:46]=O)([C:39]([CH3:42])([CH3:41])[CH3:40])([CH3:38])[CH3:37].